Predict the reactants needed to synthesize the given product. From a dataset of Full USPTO retrosynthesis dataset with 1.9M reactions from patents (1976-2016). (1) Given the product [C:22]([O:21][C:20]([NH:19][CH2:18][C:7]1[N:8]([CH2:14][CH:15]([CH3:17])[CH3:16])[C:9](=[O:13])[C:10]2[C:5]([C:6]=1[C:27]1[CH:28]=[CH:29][CH:30]=[CH:31][CH:32]=1)=[CH:4][C:3]([CH2:2][NH:1][C:34](=[O:35])[O:36][CH2:37][CH3:38])=[CH:12][CH:11]=2)=[O:26])([CH3:25])([CH3:23])[CH3:24], predict the reactants needed to synthesize it. The reactants are: [NH2:1][CH2:2][C:3]1[CH:4]=[C:5]2[C:10](=[CH:11][CH:12]=1)[C:9](=[O:13])[N:8]([CH2:14][CH:15]([CH3:17])[CH3:16])[C:7]([CH2:18][NH:19][C:20](=[O:26])[O:21][C:22]([CH3:25])([CH3:24])[CH3:23])=[C:6]2[C:27]1[CH:32]=[CH:31][CH:30]=[CH:29][CH:28]=1.Cl[C:34]([O:36][CH2:37][CH3:38])=[O:35].C(N(CC)CC)C. (2) Given the product [OH:7][CH:1]1[CH2:6][CH2:5][CH2:4][CH2:3][CH:2]1[N:21]1[CH2:20][CH2:19][C:18]2([N:14]([C:8]3[CH:13]=[CH:12][CH:11]=[CH:10][CH:9]=3)[CH2:15][NH:16][C:17]2=[O:24])[CH2:23][CH2:22]1, predict the reactants needed to synthesize it. The reactants are: [CH:1]12[O:7][CH:2]1[CH2:3][CH2:4][CH2:5][CH2:6]2.[C:8]1([N:14]2[C:18]3([CH2:23][CH2:22][NH:21][CH2:20][CH2:19]3)[C:17](=[O:24])[NH:16][CH2:15]2)[CH:13]=[CH:12][CH:11]=[CH:10][CH:9]=1.